Task: Predict the product of the given reaction.. Dataset: Forward reaction prediction with 1.9M reactions from USPTO patents (1976-2016) (1) Given the reactants I[CH3:2].[CH2:3]([O:5][P:6]([CH:11]([OH:17])[C:12]([O:14][CH2:15][CH3:16])=[O:13])([O:8][CH2:9][CH3:10])=[O:7])[CH3:4], predict the reaction product. The product is: [CH2:9]([O:8][P:6]([CH:11]([O:17][CH3:2])[C:12]([O:14][CH2:15][CH3:16])=[O:13])([O:5][CH2:3][CH3:4])=[O:7])[CH3:10]. (2) Given the reactants [CH2:1]([O:8][C:9](=[O:26])[NH:10][CH2:11][CH2:12][CH2:13][CH2:14][CH2:15][C:16]([N:18]1[CH2:22][CH:21]([OH:23])[CH2:20][CH:19]1[CH2:24][OH:25])=[O:17])[C:2]1[CH:7]=[CH:6][CH:5]=[CH:4][CH:3]=1.CN([C:30]1[CH:35]=[CH:34][CH:33]=[CH:32]N=1)C.[C:36](Cl)(C1C=CC=CC=1)([C:45]1[CH:52]=[CH:51][C:48]([O:49][CH3:50])=[CH:47][CH:46]=1)[C:37]1[CH:44]=[CH:43][C:40]([O:41][CH3:42])=[CH:39][CH:38]=1.N1C=CC=C[CH:61]=1, predict the reaction product. The product is: [CH2:1]([O:8][C:9](=[O:26])[NH:10][CH2:11][CH2:12][CH2:13][CH2:14][CH2:15][C:16]([N:18]1[CH2:22][CH:21]([OH:23])[CH2:20][CH:19]1[CH:24]([C:32]1[CH:61]=[CH:30][CH:35]=[CH:34][CH:33]=1)[O:25][CH:36]([C:37]1[CH:44]=[CH:43][C:40]([O:41][CH3:42])=[CH:39][CH:38]=1)[C:45]1[CH:46]=[CH:47][C:48]([O:49][CH3:50])=[CH:51][CH:52]=1)=[O:17])[C:2]1[CH:3]=[CH:4][CH:5]=[CH:6][CH:7]=1. (3) Given the reactants [N:1]1([C:11]([O:13][C:14]([CH3:17])([CH3:16])[CH3:15])=[O:12])[CH2:6][CH2:5][CH:4]([C:7](OC)=[O:8])[CH2:3][CH2:2]1.CC(C[AlH]CC(C)C)C.O.CC(C)=O, predict the reaction product. The product is: [CH:7]([CH:4]1[CH2:5][CH2:6][N:1]([C:11]([O:13][C:14]([CH3:17])([CH3:16])[CH3:15])=[O:12])[CH2:2][CH2:3]1)=[O:8].